Dataset: Reaction yield outcomes from USPTO patents with 853,638 reactions. Task: Predict the reaction yield, written as a fraction of the theoretical maximum amount of product (1.0 means a 100% yield; for example, 0.34 means a 34% yield). (1) The reactants are C(O[CH:6]([N:10]([CH3:12])[CH3:11])[N:7]([CH3:9])[CH3:8])(C)(C)C.[CH3:13][O:14][CH2:15][C:16]#[N:17]. No catalyst specified. The product is [CH3:12][N:10]([CH3:11])[CH:6]([N:7]([CH3:8])[CH3:9])[CH:15]([O:14][CH3:13])[C:16]#[N:17]. The yield is 0.330. (2) The catalyst is CN(C=O)C. The product is [OH:26][C:21]1[CH:22]=[CH:23][CH:24]=[CH:25][C:20]=1[C:11]1[N:10]=[C:9]([N:5]2[CH2:6][CH2:7][CH2:8][C@@H:3]([CH2:2][NH:1][C:28](=[O:29])[O:30][C@H:31]3[CH2:35][CH2:34][O:33][CH2:32]3)[CH2:4]2)[C:18]2[C:13](=[CH:14][C:15]([CH3:19])=[CH:16][CH:17]=2)[N:12]=1. The reactants are [NH2:1][CH2:2][C@@H:3]1[CH2:8][CH2:7][CH2:6][N:5]([C:9]2[C:18]3[C:13](=[CH:14][C:15]([CH3:19])=[CH:16][CH:17]=3)[N:12]=[C:11]([C:20]3[CH:25]=[CH:24][CH:23]=[CH:22][C:21]=3[OH:26])[N:10]=2)[CH2:4]1.Cl[C:28]([O:30][C@H:31]1[CH2:35][CH2:34][O:33][CH2:32]1)=[O:29].C(N(CC)CC)C. The yield is 0.540. (3) The reactants are [CH3:1][O:2][C:3](=[O:32])[CH2:4][N:5]1[C:13]2[C:8](=[CH:9][C:10]([S:14][CH2:15][C:16]3[S:20][C:19]([C:21]4[CH:26]=[CH:25][C:24]([C:27]([F:30])([F:29])[F:28])=[CH:23][CH:22]=4)=[N:18][C:17]=3[CH3:31])=[CH:11][CH:12]=2)[CH2:7][CH2:6]1.ClC1C(=O)C(=O)C(Cl)=C(Cl)C=1Cl. The catalyst is CCOCC. The product is [CH3:1][O:2][C:3](=[O:32])[CH2:4][N:5]1[C:13]2[C:8](=[CH:9][C:10]([S:14][CH2:15][C:16]3[S:20][C:19]([C:21]4[CH:26]=[CH:25][C:24]([C:27]([F:30])([F:29])[F:28])=[CH:23][CH:22]=4)=[N:18][C:17]=3[CH3:31])=[CH:11][CH:12]=2)[CH:7]=[CH:6]1. The yield is 0.150. (4) The reactants are [F:1][C:2]1[CH:3]=[C:4]([Mg]Br)[CH:5]=[CH:6][CH:7]=1.[N+:10]([C:13]1[C:14]([CH:23]=[O:24])=[CH:15][CH:16]=[C:17]2[C:22]=1[N:21]=[CH:20][CH:19]=[CH:18]2)([O-:12])=[O:11]. The catalyst is C1COCC1. The product is [F:1][C:2]1[CH:3]=[C:4]([CH:23]([C:14]2[C:13]([N+:10]([O-:12])=[O:11])=[C:22]3[C:17]([CH:18]=[CH:19][CH:20]=[N:21]3)=[CH:16][CH:15]=2)[OH:24])[CH:5]=[CH:6][CH:7]=1. The yield is 0.580.